Dataset: Forward reaction prediction with 1.9M reactions from USPTO patents (1976-2016). Task: Predict the product of the given reaction. (1) Given the reactants [CH2:1]([C:3]1[N:8]=[CH:7][N:6]=[C:5](O)[C:4]=1[F:10])[CH3:2].C(Cl)[Cl:12].C(N(CC)CC)C.P(Cl)(Cl)(Cl)=O, predict the reaction product. The product is: [Cl:12][C:5]1[C:4]([F:10])=[C:3]([CH2:1][CH3:2])[N:8]=[CH:7][N:6]=1. (2) Given the reactants [NH:1]1[C:5]2[CH:6]=[C:7]([NH2:10])[CH:8]=[CH:9][C:4]=2[N:3]=[CH:2]1.[CH3:11][CH:12]([OH:14])[CH3:13], predict the reaction product. The product is: [NH:1]1[C:5]2[CH:6]=[C:7]([NH:10][C:2]3[N:1]=[CH:5][C:4]4[C:11](=[C:12]([OH:14])[CH:13]=[CH:8][CH:9]=4)[N:3]=3)[CH:8]=[CH:9][C:4]=2[N:3]=[CH:2]1. (3) Given the reactants Cl[C:2]1[C:11]([CH3:12])=[C:10]([Cl:13])[C:9]2[C:4](=[CH:5][C:6]([F:15])=[CH:7][C:8]=2[F:14])[N:3]=1.[CH3:16][O:17][C:18]1[CH:19]=[N:20][CH:21]=[C:22](B2OC(C)(C)C(C)(C)O2)[CH:23]=1.C(=O)([O-])[O-].[K+].[K+], predict the reaction product. The product is: [Cl:13][C:10]1[C:9]2[C:4](=[CH:5][C:6]([F:15])=[CH:7][C:8]=2[F:14])[N:3]=[C:2]([C:22]2[CH:21]=[N:20][CH:19]=[C:18]([O:17][CH3:16])[CH:23]=2)[C:11]=1[CH3:12]. (4) Given the reactants [NH:1]1[CH2:11][CH2:10][CH:4]([C:5]([O:7][CH2:8][CH3:9])=[O:6])[CH2:3][CH2:2]1.[CH2:12](Br)[C:13]1[CH:18]=[CH:17][CH:16]=[CH:15][CH:14]=1.C(N(CC)CC)C, predict the reaction product. The product is: [CH2:8]([O:7][C:5]([CH:4]1[CH2:3][CH2:2][N:1]([CH2:12][C:13]2[CH:18]=[CH:17][CH:16]=[CH:15][CH:14]=2)[CH2:11][CH2:10]1)=[O:6])[CH3:9]. (5) Given the reactants [F:1][CH:2]([F:11])[O:3][C:4]1[CH:10]=[CH:9][CH:8]=[CH:7][C:5]=1[NH2:6].[C:12]1([O:18]C2C=CC=CC=2)C=CC=[CH:14][CH:13]=1.CCCC(C)C, predict the reaction product. The product is: [F:1][CH:2]([F:11])[O:3][C:4]1[CH:10]=[CH:9][CH:8]=[C:7]2[C:5]=1[N:6]=[CH:14][CH:13]=[C:12]2[OH:18]. (6) Given the reactants N1([C:6]([C:8]2[CH:9]=[C:10]([C:18]3[N:19]=[C:20]([C:23]4[CH:28]=[CH:27][N:26]=[CH:25][CH:24]=4)[S:21][CH:22]=3)[C:11](=[O:17])[NH:12][C:13]=2[CH:14]([CH3:16])[CH3:15])=[O:7])C=CN=C1.[S:29]1[CH:33]=[CH:32][CH:31]=[C:30]1[CH2:34][CH2:35][OH:36], predict the reaction product. The product is: [S:29]1[CH:33]=[CH:32][CH:31]=[C:30]1[CH2:34][CH2:35][O:36][C:6]([C:8]1[CH:9]=[C:10]([C:18]2[N:19]=[C:20]([C:23]3[CH:28]=[CH:27][N:26]=[CH:25][CH:24]=3)[S:21][CH:22]=2)[C:11](=[O:17])[NH:12][C:13]=1[CH:14]([CH3:16])[CH3:15])=[O:7].